This data is from Full USPTO retrosynthesis dataset with 1.9M reactions from patents (1976-2016). The task is: Predict the reactants needed to synthesize the given product. (1) Given the product [S:35]=[C:34]1[O:33][CH:3]2[C:4]3[C:5]([N:24]([C:26]([O:28][C:29]([CH3:30])([CH3:32])[CH3:31])=[O:27])[CH2:25][CH:2]2[O:1]1)=[N:6][C:7]([C:17]1[CH:22]=[CH:21][C:20]([CH3:23])=[CH:19][CH:18]=1)=[C:8]([C:10]1[CH:11]=[CH:12][C:13]([CH3:16])=[CH:14][CH:15]=1)[N:9]=3, predict the reactants needed to synthesize it. The reactants are: [OH:1][CH:2]1[CH2:25][N:24]([C:26]([O:28][C:29]([CH3:32])([CH3:31])[CH3:30])=[O:27])[C:5]2=[N:6][C:7]([C:17]3[CH:22]=[CH:21][C:20]([CH3:23])=[CH:19][CH:18]=3)=[C:8]([C:10]3[CH:15]=[CH:14][C:13]([CH3:16])=[CH:12][CH:11]=3)[N:9]=[C:4]2[CH:3]1[OH:33].[C:34](N1C=CN=C1)(N1C=CN=C1)=[S:35]. (2) Given the product [C:1]([N:8]1[CH2:13][CH2:12][N:11]([C:14]2[CH:22]=[CH:21][C:17]([C:18]([NH:66][C@H:64]([C:62]3[NH:61][C:60]4[CH:67]=[CH:68][C:57]([Cl:56])=[CH:58][C:59]=4[N:63]=3)[CH3:65])=[O:20])=[CH:16][C:15]=2[C:23]([F:26])([F:24])[F:25])[CH2:10][CH2:9]1)([O:3][C:4]([CH3:7])([CH3:5])[CH3:6])=[O:2], predict the reactants needed to synthesize it. The reactants are: [C:1]([N:8]1[CH2:13][CH2:12][N:11]([C:14]2[CH:22]=[CH:21][C:17]([C:18]([OH:20])=O)=[CH:16][C:15]=2[C:23]([F:26])([F:25])[F:24])[CH2:10][CH2:9]1)([O:3][C:4]([CH3:7])([CH3:6])[CH3:5])=[O:2].CN(C(ON1N=NC2C=CC=CC1=2)=[N+](C)C)C.[B-](F)(F)(F)F.CN1CCOCC1.[Cl:56][C:57]1[CH:68]=[CH:67][C:60]2[NH:61][C:62]([C@@H:64]([NH2:66])[CH3:65])=[N:63][C:59]=2[CH:58]=1. (3) Given the product [C:1]12[CH:24]=[C:22]3[N:23]=[C:19]([CH:20]=[CH:21]3)[CH:18]=[C:16]3[NH:17][C:13]([CH:14]=[CH:15]3)=[CH:12][C:10]3=[N:11][C:7]([CH:8]=[CH:9]3)=[CH:6][C:4]([NH:5]1)=[CH:3][CH:2]=2.[Zn:25], predict the reactants needed to synthesize it. The reactants are: [C:1]12[CH:24]=[C:22]3[N:23]=[C:19]([CH:20]=[CH:21]3)[CH:18]=[C:16]3[NH:17][C:13]([CH:14]=[CH:15]3)=[CH:12][C:10]3=[N:11][C:7]([CH:8]=[CH:9]3)=[CH:6][C:4]([NH:5]1)=[CH:3][CH:2]=2.[Zn:25](OC(C)=O)OC(C)=O.O.O. (4) Given the product [CH2:19]([C:21]1[C:25]2[CH:26]=[CH:27][C:28]([C:30]([F:31])([F:32])[F:33])=[CH:29][C:24]=2[S:23][C:22]=1/[CH:34]=[CH:10]/[C:11]([O:13][CH2:14][CH3:15])=[O:12])[CH3:20], predict the reactants needed to synthesize it. The reactants are: BrC1C=CC2C(C)=C(/C=[CH:10]/[C:11]([O:13][CH2:14][CH3:15])=[O:12])SC=2C=1.[CH2:19]([C:21]1[C:25]2[CH:26]=[CH:27][C:28]([C:30]([F:33])([F:32])[F:31])=[CH:29][C:24]=2[S:23][C:22]=1[CH:34]=O)[CH3:20].